Dataset: Forward reaction prediction with 1.9M reactions from USPTO patents (1976-2016). Task: Predict the product of the given reaction. (1) Given the reactants Br[C:2]1[S:27][C:5]2[C:6]3[CH:14]=[N:13][C:12]([N:15]([C:23]([CH3:26])([CH3:25])[CH3:24])[C:16](=[O:22])[O:17][C:18]([CH3:21])([CH3:20])[CH3:19])=[CH:11][C:7]=3[O:8][CH2:9][CH2:10][C:4]=2[CH:3]=1.[Cl:28][C:29]1[CH:34]=[CH:33][CH:32]=[CH:31][C:30]=1[N:35]=[C:36]=[O:37], predict the reaction product. The product is: [C:23]([N:15]([C:12]1[N:13]=[CH:14][C:6]2[C:5]3[S:27][C:2]([C:36](=[O:37])[NH:35][C:30]4[CH:31]=[CH:32][CH:33]=[CH:34][C:29]=4[Cl:28])=[CH:3][C:4]=3[CH2:10][CH2:9][O:8][C:7]=2[CH:11]=1)[C:16](=[O:22])[O:17][C:18]([CH3:19])([CH3:20])[CH3:21])([CH3:24])([CH3:26])[CH3:25]. (2) Given the reactants Br[C:2]1[S:6][C:5]([C:7]([N:9]([CH2:11][C:12]2[CH:17]=[CH:16][CH:15]=[C:14]([OH:18])[CH:13]=2)[CH3:10])=[O:8])=[CH:4][CH:3]=1.[F:19][C:20]1[C:25]([O:26][CH3:27])=[CH:24][CH:23]=[CH:22][C:21]=1B(O)O, predict the reaction product. The product is: [F:19][C:20]1[C:25]([O:26][CH3:27])=[CH:24][CH:23]=[CH:22][C:21]=1[C:2]1[S:6][C:5]([C:7]([N:9]([CH2:11][C:12]2[CH:17]=[CH:16][CH:15]=[C:14]([OH:18])[CH:13]=2)[CH3:10])=[O:8])=[CH:4][CH:3]=1. (3) Given the reactants Br[C:2]1[CH:7]=[CH:6][CH:5]=[C:4]([Br:8])[N:3]=1.[NH:9]1[CH2:15][CH2:14][CH2:13][CH:12]([NH:16][CH2:17][CH2:18][CH2:19][CH2:20][OH:21])[CH2:11][CH2:10]1.C(=O)([O-])[O-].[K+].[K+].O, predict the reaction product. The product is: [Br:8][C:4]1[N:3]=[C:2]([N:9]2[CH2:15][CH2:14][CH2:13][CH:12]([NH:16][CH2:17][CH2:18][CH2:19][CH2:20][OH:21])[CH2:11][CH2:10]2)[CH:7]=[CH:6][CH:5]=1. (4) Given the reactants [C:1]1([CH3:19])[CH:6]=[CH:5][CH:4]=[CH:3][C:2]=1[C:7]1[CH:12]=[CH:11][N:10]=[CH:9][C:8]=1[NH:13][CH2:14][C:15]([F:18])([F:17])[F:16].[F:20][C:21]([F:36])([F:35])[C:22]1[CH:23]=[C:24]([CH:28]=[C:29]([C:31]([F:34])([F:33])[F:32])[N:30]=1)[C:25](O)=[O:26], predict the reaction product. The product is: [C:1]1([CH3:19])[CH:6]=[CH:5][CH:4]=[CH:3][C:2]=1[C:7]1[CH:12]=[CH:11][N:10]=[CH:9][C:8]=1[N:13]([CH2:14][C:15]([F:16])([F:17])[F:18])[C:25](=[O:26])[C:24]1[CH:28]=[C:29]([C:31]([F:32])([F:33])[F:34])[N:30]=[C:22]([C:21]([F:36])([F:20])[F:35])[CH:23]=1. (5) Given the reactants N[C:2]1[CH:7]=[CH:6][C:5]([F:8])=[CH:4][C:3]=1[S:9]([NH:12][C:13]1[CH:14]=[CH:15][CH:16]=[C:17]2[C:22]=1[N:21]=[CH:20][CH:19]=[CH:18]2)(=[O:11])=[O:10].N(OC(C)(C)C)=O.CC(O)=O, predict the reaction product. The product is: [F:8][C:5]1[CH:4]=[C:3]2[C:2](=[CH:7][CH:6]=1)[C:14]1[C:13](=[C:22]3[C:17](=[CH:16][CH:15]=1)[CH:18]=[CH:19][CH:20]=[N:21]3)[NH:12][S:9]2(=[O:11])=[O:10].